This data is from NCI-60 drug combinations with 297,098 pairs across 59 cell lines. The task is: Regression. Given two drug SMILES strings and cell line genomic features, predict the synergy score measuring deviation from expected non-interaction effect. (1) Drug 1: C1C(C(OC1N2C=C(C(=O)NC2=O)F)CO)O. Drug 2: CN(CCCl)CCCl.Cl. Cell line: HT29. Synergy scores: CSS=33.5, Synergy_ZIP=1.22, Synergy_Bliss=1.90, Synergy_Loewe=-1.18, Synergy_HSA=3.16. (2) Drug 1: CC1C(C(=O)NC(C(=O)N2CCCC2C(=O)N(CC(=O)N(C(C(=O)O1)C(C)C)C)C)C(C)C)NC(=O)C3=C4C(=C(C=C3)C)OC5=C(C(=O)C(=C(C5=N4)C(=O)NC6C(OC(=O)C(N(C(=O)CN(C(=O)C7CCCN7C(=O)C(NC6=O)C(C)C)C)C)C(C)C)C)N)C. Drug 2: CCN(CC)CCCC(C)NC1=C2C=C(C=CC2=NC3=C1C=CC(=C3)Cl)OC. Cell line: IGROV1. Synergy scores: CSS=8.34, Synergy_ZIP=-4.98, Synergy_Bliss=0.0987, Synergy_Loewe=-15.4, Synergy_HSA=-0.695. (3) Drug 1: CC1OCC2C(O1)C(C(C(O2)OC3C4COC(=O)C4C(C5=CC6=C(C=C35)OCO6)C7=CC(=C(C(=C7)OC)O)OC)O)O. Drug 2: C(=O)(N)NO. Cell line: HOP-62. Synergy scores: CSS=13.2, Synergy_ZIP=1.33, Synergy_Bliss=1.52, Synergy_Loewe=-16.9, Synergy_HSA=0.929. (4) Drug 1: CNC(=O)C1=CC=CC=C1SC2=CC3=C(C=C2)C(=NN3)C=CC4=CC=CC=N4. Synergy scores: CSS=-8.83, Synergy_ZIP=3.40, Synergy_Bliss=2.40, Synergy_Loewe=-6.70, Synergy_HSA=-4.36. Cell line: HS 578T. Drug 2: CC(C)CN1C=NC2=C1C3=CC=CC=C3N=C2N. (5) Drug 1: C1CN1C2=NC(=NC(=N2)N3CC3)N4CC4. Drug 2: COC1=C2C(=CC3=C1OC=C3)C=CC(=O)O2. Cell line: SF-295. Synergy scores: CSS=27.5, Synergy_ZIP=-1.58, Synergy_Bliss=0.986, Synergy_Loewe=-20.7, Synergy_HSA=0.447. (6) Drug 1: CN1C(=O)N2C=NC(=C2N=N1)C(=O)N. Drug 2: COC1=NC(=NC2=C1N=CN2C3C(C(C(O3)CO)O)O)N. Cell line: TK-10. Synergy scores: CSS=6.17, Synergy_ZIP=1.10, Synergy_Bliss=1.01, Synergy_Loewe=0.720, Synergy_HSA=-0.809.